This data is from Forward reaction prediction with 1.9M reactions from USPTO patents (1976-2016). The task is: Predict the product of the given reaction. (1) Given the reactants [C:1]1([C@H:7]2[CH2:11][O:10][C:9](=[O:12])[N:8]2[CH2:13][C:14]([O:16][CH3:17])=[O:15])[CH:6]=[CH:5][CH:4]=[CH:3][CH:2]=1.[CH3:18][Si]([N-][Si](C)(C)C)(C)C.[Li+].CI, predict the reaction product. The product is: [C:1]1([C@H:7]2[CH2:11][O:10][C:9](=[O:12])[N:8]2[CH:13]([CH3:18])[C:14]([O:16][CH3:17])=[O:15])[CH:2]=[CH:3][CH:4]=[CH:5][CH:6]=1. (2) Given the reactants FC(F)(F)C(O)=O.[N:8]1[CH:13]=[CH:12][C:11]([CH2:14][O:15][C:16]2[C:17]([N:22]3[CH2:27][CH2:26][NH:25][CH2:24][CH2:23]3)=[N:18][CH:19]=[CH:20][CH:21]=2)=[CH:10][CH:9]=1.C(O)C(N)(CO)CO.C(N(CC)CC)C.[F:43][C:44]([F:59])([F:58])[C:45]1[CH:46]=[C:47]([N:55]=[C:56]=[O:57])[CH:48]=[C:49]([C:51]([F:54])([F:53])[F:52])[CH:50]=1, predict the reaction product. The product is: [F:43][C:44]([F:58])([F:59])[C:45]1[CH:46]=[C:47]([NH:55][C:56]([N:25]2[CH2:26][CH2:27][N:22]([C:17]3[C:16]([O:15][CH2:14][C:11]4[CH:12]=[CH:13][N:8]=[CH:9][CH:10]=4)=[CH:21][CH:20]=[CH:19][N:18]=3)[CH2:23][CH2:24]2)=[O:57])[CH:48]=[C:49]([C:51]([F:54])([F:52])[F:53])[CH:50]=1.